Dataset: Reaction yield outcomes from USPTO patents with 853,638 reactions. Task: Predict the reaction yield, written as a fraction of the theoretical maximum amount of product (1.0 means a 100% yield; for example, 0.34 means a 34% yield). (1) The reactants are [NH2:1][C:2]1[C:7]([F:8])=[C:6]([C:9]2[CH:14]=[CH:13][C:12]([Cl:15])=[C:11]([O:16][CH3:17])[C:10]=2[F:18])[N:5]=[C:4]([C:19]([O:21][CH2:22][C:23]2[CH:28]=[CH:27][CH:26]=[CH:25][CH:24]=2)=[O:20])[CH:3]=1.[Cl:29]N1C(C)(C)C(=O)N(Cl)C1=O.O. The catalyst is C(#N)C. The product is [NH2:1][C:2]1[C:7]([F:8])=[C:6]([C:9]2[CH:14]=[CH:13][C:12]([Cl:15])=[C:11]([O:16][CH3:17])[C:10]=2[F:18])[N:5]=[C:4]([C:19]([O:21][CH2:22][C:23]2[CH:24]=[CH:25][CH:26]=[CH:27][CH:28]=2)=[O:20])[C:3]=1[Cl:29]. The yield is 0.970. (2) The reactants are [CH:1]1([CH2:4][NH:5][N:6]2[C:15]3[C:10](=[CH:11][CH:12]=[CH:13][CH:14]=3)[C:9]([OH:16])=[C:8]([C:17]3[NH:22][C:21]4[CH:23]=[CH:24][C:25]([OH:27])=[CH:26][C:20]=4[S:19](=[O:29])(=[O:28])[N:18]=3)[C:7]2=[O:30])[CH2:3][CH2:2]1.[N+:31]([O-])([O-:33])=[O:32].[NH4+]. The catalyst is S(=O)(=O)(O)O. The product is [CH:1]1([CH2:4][NH:5][N:6]2[C:15]3[C:10](=[CH:11][CH:12]=[CH:13][CH:14]=3)[C:9]([OH:16])=[C:8]([C:17]3[NH:22][C:21]4[CH:23]=[CH:24][C:25]([OH:27])=[C:26]([N+:31]([O-:33])=[O:32])[C:20]=4[S:19](=[O:28])(=[O:29])[N:18]=3)[C:7]2=[O:30])[CH2:2][CH2:3]1. The yield is 0.190.